From a dataset of Reaction yield outcomes from USPTO patents with 853,638 reactions. Predict the reaction yield, written as a fraction of the theoretical maximum amount of product (1.0 means a 100% yield; for example, 0.34 means a 34% yield). (1) The reactants are [H-].[Na+].[C:3]([O:11][CH2:12][CH3:13])(=[O:10])[CH2:4][C:5]([O:7]CC)=O.[CH2:14]([N:21]1[C:26]2[N:27]=[CH:28][CH:29]=[CH:30][C:25]=2C(=O)[O:23][C:22]1=O)[C:15]1[CH:20]=[CH:19][CH:18]=[CH:17][CH:16]=1. The catalyst is CC(N(C)C)=O. The product is [CH2:14]([N:21]1[C:26]2[C:25](=[CH:30][CH:29]=[CH:28][N:27]=2)[C:5]([OH:7])=[C:4]([C:3]([O:11][CH2:12][CH3:13])=[O:10])[C:22]1=[O:23])[C:15]1[CH:16]=[CH:17][CH:18]=[CH:19][CH:20]=1. The yield is 0.680. (2) The reactants are F[C:2]1[N:11]=[CH:10][C:9]2[C:8]([NH:12][C:13]3[CH:18]=[CH:17][CH:16]=[C:15]([Br:19])[CH:14]=3)=[N:7][CH:6]=[N:5][C:4]=2[CH:3]=1.[CH2:20]([N:22](CC)[CH2:23]C)C.Cl.CNC. The catalyst is C(O)(C)C. The product is [CH3:20][N:22]([CH3:23])[C:2]1[N:11]=[CH:10][C:9]2[C:8]([NH:12][C:13]3[CH:18]=[CH:17][CH:16]=[C:15]([Br:19])[CH:14]=3)=[N:7][CH:6]=[N:5][C:4]=2[CH:3]=1. The yield is 0.940. (3) The reactants are [N+]([C:4]1[S:8][C:7]([C:9]#[N:10])=[CH:6][CH:5]=1)([O-])=O.[CH:11]1[C:16]([OH:17])=[CH:15][CH:14]=[C:13]([CH3:18])[CH:12]=1.C(=O)([O-])[O-].[K+].[K+]. The catalyst is CS(C)=O. The product is [C:13]1([CH3:18])[CH:12]=[CH:11][C:16]([O:17][C:4]2[S:8][C:7]([C:9]#[N:10])=[CH:6][CH:5]=2)=[CH:15][CH:14]=1. The yield is 0.789. (4) The reactants are C(OC([NH:11][C@H:12]([C:35]([O:37]C)=[O:36])[CH2:13][CH2:14][P:15]([CH:18]([C:20]1[CH:25]=[C:24]([F:26])[C:23]([O:27][CH2:28][C:29]([O:31]CC)=[O:30])=[C:22]([F:34])[CH:21]=1)[OH:19])(=[O:17])[OH:16])=O)C1C=CC=CC=1. The catalyst is Cl. The product is [NH2:11][CH:12]([CH2:13][CH2:14][P:15]([CH:18]([C:20]1[CH:25]=[C:24]([F:26])[C:23]([O:27][CH2:28][C:29]([OH:31])=[O:30])=[C:22]([F:34])[CH:21]=1)[OH:19])([OH:17])=[O:16])[C:35]([OH:37])=[O:36]. The yield is 0.0700. (5) The reactants are [CH3:1][C:2]1([CH3:19])[O:6][CH:5]([CH2:7]OS(C2C=CC(C)=CC=2)(=O)=O)[CH2:4][O:3]1.[CH3:20][NH:21][CH3:22]. No catalyst specified. The product is [CH3:1][C:2]1([CH3:19])[O:6][CH:5]([CH2:7][N:21]([CH3:22])[CH3:20])[CH2:4][O:3]1. The yield is 0.400. (6) The reactants are [CH3:1][O:2][C:3]1[CH:9]=[C:8]([O:10][CH3:11])[C:7]([CH3:12])=[CH:6][C:4]=1[NH2:5].[C:13](Cl)(Cl)=[O:14]. The catalyst is CCOC(C)=O. The product is [N:5]([C:4]1[CH:6]=[C:7]([CH3:12])[C:8]([O:10][CH3:11])=[CH:9][C:3]=1[O:2][CH3:1])=[C:13]=[O:14]. The yield is 0.980.